This data is from NCI-60 drug combinations with 297,098 pairs across 59 cell lines. The task is: Regression. Given two drug SMILES strings and cell line genomic features, predict the synergy score measuring deviation from expected non-interaction effect. Drug 1: C1=NC2=C(N1)C(=S)N=CN2. Drug 2: B(C(CC(C)C)NC(=O)C(CC1=CC=CC=C1)NC(=O)C2=NC=CN=C2)(O)O. Cell line: RXF 393. Synergy scores: CSS=39.3, Synergy_ZIP=-5.97, Synergy_Bliss=-0.800, Synergy_Loewe=-2.89, Synergy_HSA=0.221.